From a dataset of Forward reaction prediction with 1.9M reactions from USPTO patents (1976-2016). Predict the product of the given reaction. (1) The product is: [CH3:32][O:31][C:29](=[O:30])[CH2:28][O:12][C:11]1[CH:10]=[CH:9][C:8]2[C:3](=[CH:4][CH:5]=[C:6]([C:13]3[NH:14][C:15]4[C:20]([C:21]=3[CH2:22][CH2:23][CH2:24][CH2:25][CH3:26])=[CH:19][CH:18]=[CH:17][CH:16]=4)[CH:7]=2)[C:2]=1[Br:1]. Given the reactants [Br:1][C:2]1[C:11]([OH:12])=[CH:10][CH:9]=[C:8]2[C:3]=1[CH:4]=[CH:5][C:6]([C:13]1[NH:14][C:15]3[C:20]([C:21]=1[CH2:22][CH2:23][CH2:24][CH2:25][CH3:26])=[CH:19][CH:18]=[CH:17][CH:16]=3)=[CH:7]2.Br[CH2:28][C:29]([O:31][CH3:32])=[O:30], predict the reaction product. (2) Given the reactants [CH3:1][S:2][C:3]1[N:8]=[C:7]([O:9][C:10]2[CH:15]=[CH:14][C:13]([N+:16]([O-])=O)=[C:12]([F:19])[CH:11]=2)[CH:6]=[CH:5][N:4]=1.C(O)C.[H][H], predict the reaction product. The product is: [F:19][C:12]1[CH:11]=[C:10]([O:9][C:7]2[CH:6]=[CH:5][N:4]=[C:3]([S:2][CH3:1])[N:8]=2)[CH:15]=[CH:14][C:13]=1[NH2:16]. (3) Given the reactants CCN(C(C)C)C(C)C.Cl.[NH2:11][C@@H:12]([CH2:31][CH2:32][C:33]1[CH:38]=[CH:37][CH:36]=[CH:35][CH:34]=1)[C:13]([NH:15][C@@H:16]([CH2:27][CH:28]([CH3:30])[CH3:29])[C:17]([O:19][CH2:20][C:21]1[CH:26]=[CH:25][CH:24]=[CH:23][CH:22]=1)=[O:18])=[O:14].[O:39]1[CH2:44][CH2:43][N:42]([CH2:45][C:46](O)=[O:47])[CH2:41][CH2:40]1.CN(C(ON1N=NC2C=CC=NC1=2)=[N+](C)C)C.F[P-](F)(F)(F)(F)F, predict the reaction product. The product is: [CH3:29][CH:28]([CH3:30])[CH2:27][C@H:16]([NH:15][C:13](=[O:14])[C@@H:12]([NH:11][C:46](=[O:47])[CH2:45][N:42]1[CH2:43][CH2:44][O:39][CH2:40][CH2:41]1)[CH2:31][CH2:32][C:33]1[CH:34]=[CH:35][CH:36]=[CH:37][CH:38]=1)[C:17]([O:19][CH2:20][C:21]1[CH:22]=[CH:23][CH:24]=[CH:25][CH:26]=1)=[O:18]. (4) Given the reactants [Br:1][C:2]1[CH:3]=[C:4]([N:11]2[CH2:14][CH:13](C(O)=O)[CH2:12]2)[C:5]2[C:6]([CH:10]=1)=[N:7][O:8][N:9]=2.[CH3:18][Mg+].[Br-].CCO[C:24]([CH3:26])=[O:25], predict the reaction product. The product is: [Br:1][C:2]1[CH:3]=[C:4]([N:11]2[CH2:14][CH:13]([C:24]([OH:25])([CH3:26])[CH3:18])[CH2:12]2)[C:5]2[C:6]([CH:10]=1)=[N:7][O:8][N:9]=2. (5) Given the reactants C[O:2][C:3]([C:5]1[NH:6][C:7]2[C:12]([CH:13]=1)=[CH:11][CH:10]=[C:9]([O:14][CH3:15])[CH:8]=2)=[O:4].Br[CH2:17][C:18]1[C:27]2[C:22](=[CH:23][CH:24]=[CH:25][CH:26]=2)[CH:21]=[CH:20][CH:19]=1, predict the reaction product. The product is: [CH3:15][O:14][C:9]1[CH:8]=[C:7]2[C:12]([CH:13]=[C:5]([C:3]([OH:2])=[O:4])[N:6]2[CH2:17][C:18]2[C:27]3[C:22](=[CH:23][CH:24]=[CH:25][CH:26]=3)[CH:21]=[CH:20][CH:19]=2)=[CH:11][CH:10]=1. (6) Given the reactants [C:1]1([S:7][CH2:8][C@H:9]([NH:14][C:15]2[CH:20]=[CH:19][C:18]([S:21](=[O:24])(=[O:23])[NH2:22])=[CH:17][C:16]=2[S:25]([C:28]([F:31])([F:30])[F:29])(=[O:27])=[O:26])[CH2:10][C:11](O)=[O:12])[CH:6]=[CH:5][CH:4]=[CH:3][CH:2]=1.[CH2:32]([N:34]([CH2:37][C@H:38]1[CH2:43][O:42][CH2:41][CH2:40][N:39]1C(OC(C)(C)C)=O)[CH2:35][CH3:36])[CH3:33].CCN(C(C)C)C(C)C.CN(C(ON1N=NC2C=CC=NC1=2)=[N+](C)C)C.F[P-](F)(F)(F)(F)F, predict the reaction product. The product is: [CH2:32]([N:34]([CH2:37][C@@H:38]1[N:39]([C:11](=[O:12])[CH2:10][C@@H:9]([NH:14][C:15]2[CH:20]=[CH:19][C:18]([S:21]([NH2:22])(=[O:23])=[O:24])=[CH:17][C:16]=2[S:25]([C:28]([F:29])([F:31])[F:30])(=[O:27])=[O:26])[CH2:8][S:7][C:1]2[CH:2]=[CH:3][CH:4]=[CH:5][CH:6]=2)[CH2:40][CH2:41][O:42][CH2:43]1)[CH2:35][CH3:36])[CH3:33]. (7) Given the reactants [CH:1]1([CH2:4][O:5][C:6]2[CH:7]=[C:8]([CH:13]=[CH:14][C:15]=2[NH:16][S:17]([CH2:20][CH2:21][N:22]([CH3:24])[CH3:23])(=[O:19])=[O:18])[C:9]([O:11][CH3:12])=[O:10])[CH2:3][CH2:2]1.[CH3:25][C:26]([O:29][C:30](O[C:30]([O:29][C:26]([CH3:28])([CH3:27])[CH3:25])=[O:31])=[O:31])([CH3:28])[CH3:27], predict the reaction product. The product is: [C:26]([O:29][C:30]([N:16]([C:15]1[CH:14]=[CH:13][C:8]([C:9]([O:11][CH3:12])=[O:10])=[CH:7][C:6]=1[O:5][CH2:4][CH:1]1[CH2:3][CH2:2]1)[S:17]([CH2:20][CH2:21][N:22]([CH3:23])[CH3:24])(=[O:19])=[O:18])=[O:31])([CH3:28])([CH3:27])[CH3:25].